Dataset: Catalyst prediction with 721,799 reactions and 888 catalyst types from USPTO. Task: Predict which catalyst facilitates the given reaction. (1) Product: [CH2:23]([O:22][C:20](=[O:21])[CH2:19][O:11][CH2:10][CH2:9][O:8][CH2:1][C:2]1[CH:7]=[CH:6][CH:5]=[CH:4][CH:3]=1)[CH2:26][CH2:12][CH3:13]. The catalyst class is: 218. Reactant: [CH2:1]([O:8][CH2:9][CH2:10][OH:11])[C:2]1[CH:7]=[CH:6][CH:5]=[CH:4][CH:3]=1.[CH3:12][C:13]([O-])(C)C.[K+].Br[CH2:19][C:20]([O:22][C:23]([CH3:26])(C)C)=[O:21]. (2) Reactant: [C:1]1([CH2:7][CH2:8][C:9]2[NH:13][N:12]=[C:11]([C:14]3[CH:19]=[CH:18][C:17]([C:20]([F:23])([F:22])[F:21])=[CH:16][CH:15]=3)[CH:10]=2)[CH:6]=[CH:5][CH:4]=[CH:3][CH:2]=1.Cl[CH2:25][C:26]1[CH:31]=[CH:30][C:29]([CH2:32][OH:33])=[CH:28][CH:27]=1.C(=O)([O-])[O-].[K+].[K+].Cl. Product: [C:1]1([CH2:7][CH2:8][C:9]2[N:13]([CH2:25][C:26]3[CH:31]=[CH:30][C:29]([CH2:32][OH:33])=[CH:28][CH:27]=3)[N:12]=[C:11]([C:14]3[CH:15]=[CH:16][C:17]([C:20]([F:23])([F:22])[F:21])=[CH:18][CH:19]=3)[CH:10]=2)[CH:6]=[CH:5][CH:4]=[CH:3][CH:2]=1. The catalyst class is: 9. (3) Reactant: [C:1]([NH:5][C:6](=[O:35])[C:7]1[CH:12]=[CH:11][CH:10]=[C:9]([O:13][C:14]2[CH:19]=[CH:18][C:17]([NH:20][C:21]3[C:31]4[CH:30]=[C:29](C=O)[CH2:28][CH2:27][NH:26][C:25]=4[N:24]=[CH:23][N:22]=3)=[CH:16][C:15]=2[Cl:34])[CH:8]=1)([CH3:4])([CH3:3])[CH3:2].[NH2:36][C@H:37]1[CH2:42][CH2:41][C@H:40]([OH:43])[CH2:39][CH2:38]1.[C:44](O[BH-](OC(=O)C)OC(=O)C)(=O)C.[Na+].[ClH:58].C(OCC)(=O)C. Product: [ClH:34].[ClH:58].[C:1]([NH:5][C:6](=[O:35])[C:7]1[CH:12]=[CH:11][CH:10]=[C:9]([O:13][C:14]2[CH:19]=[CH:18][C:17]([NH:20][C:21]3[C:31]4[CH:30]=[C:29]([CH2:44][NH:36][C@H:37]5[CH2:42][CH2:41][C@H:40]([OH:43])[CH2:39][CH2:38]5)[CH2:28][CH2:27][NH:26][C:25]=4[N:24]=[CH:23][N:22]=3)=[CH:16][C:15]=2[Cl:34])[CH:8]=1)([CH3:4])([CH3:2])[CH3:3]. The catalyst class is: 199. (4) Reactant: ClC1N=NC(N(C)[C:9](=[O:24])[C:10]2[CH:15]=[C:14]([C:16]([F:19])([F:18])[F:17])[CH:13]=[C:12]([S:20]([CH3:23])(=[O:22])=[O:21])[CH:11]=2)=C(C2C=CC(F)=CC=2OC)C=1.S(Cl)([Cl:37])=O. Product: [CH3:23][S:20]([C:12]1[CH:11]=[C:10]([CH:15]=[C:14]([C:16]([F:19])([F:18])[F:17])[CH:13]=1)[C:9]([Cl:37])=[O:24])(=[O:22])=[O:21]. The catalyst class is: 9. (5) Reactant: OC(C(F)(F)F)=O.[CH3:8][N:9]1[CH:13]=[C:12]([N:14]2[C:26]3[C:25]4[CH:24]=[C:23]([C:27]5[CH:28]=[N:29][C:30]([O:36][CH3:37])=[C:31]([CH:35]=5)[C:32](O)=[O:33])[CH:22]=[CH:21][C:20]=4[N:19]=[CH:18][C:17]=3[N:16]([CH3:38])[C:15]2=[O:39])[C:11]([CH3:40])=[N:10]1.[Cl-].[CH3:42][NH2:43].C(O)C. Product: [CH3:8][N:9]1[CH:13]=[C:12]([N:14]2[C:26]3[C:25]4[CH:24]=[C:23]([C:27]5[CH:28]=[N:29][C:30]([O:36][CH3:37])=[C:31]([CH:35]=5)[C:32]([NH:43][CH3:42])=[O:33])[CH:22]=[CH:21][C:20]=4[N:19]=[CH:18][C:17]=3[N:16]([CH3:38])[C:15]2=[O:39])[C:11]([CH3:40])=[N:10]1. The catalyst class is: 139. (6) The catalyst class is: 31. Reactant: [Cl:1][C:2]1[CH:10]=[CH:9][C:8]2[C:4](=[CH:5][N:6]([CH2:11][C:12]3[CH:13]=[C:14]([CH:18]=[CH:19][N:20]=3)[C:15]([OH:17])=O)[N:7]=2)[CH:3]=1.Cl.[NH2:22][CH2:23][C:24]1[C:25]([CH3:32])=[CH:26][C:27]([NH2:31])=[N:28][C:29]=1[CH3:30].CN(C(ON1N=NC2C=CC=NC1=2)=[N+](C)C)C.F[P-](F)(F)(F)(F)F. Product: [NH2:31][C:27]1[N:28]=[C:29]([CH3:30])[C:24]([CH2:23][NH:22][C:15](=[O:17])[C:14]2[CH:18]=[CH:19][N:20]=[C:12]([CH2:11][N:6]3[CH:5]=[C:4]4[C:8]([CH:9]=[CH:10][C:2]([Cl:1])=[CH:3]4)=[N:7]3)[CH:13]=2)=[C:25]([CH3:32])[CH:26]=1.